This data is from Forward reaction prediction with 1.9M reactions from USPTO patents (1976-2016). The task is: Predict the product of the given reaction. Given the reactants [CH2:1]([O:3][C:4](=[O:13])[CH2:5]C1CCC(=O)CC1)[CH3:2].[C:14]([O:18][C:19](C=P(C1C=CC=CC=1)(C1C=CC=CC=1)C1C=CC=CC=1)=[O:20])([CH3:17])([CH3:16])[CH3:15].[C:41]1([CH3:47])[CH:46]=[CH:45][CH:44]=[CH:43][CH:42]=1, predict the reaction product. The product is: [C:14]([O:18][C:19](=[O:20])[CH:47]=[C:41]1[CH2:46][CH2:45][CH:44]([CH2:5][C:4]([O:3][CH2:1][CH3:2])=[O:13])[CH2:43][CH2:42]1)([CH3:17])([CH3:16])[CH3:15].